From a dataset of Retrosynthesis with 50K atom-mapped reactions and 10 reaction types from USPTO. Predict the reactants needed to synthesize the given product. (1) Given the product COc1cccc(CNC(=O)C(F)(F)F)c1, predict the reactants needed to synthesize it. The reactants are: COc1cccc(CN)c1.O=C(OC(=O)C(F)(F)F)C(F)(F)F. (2) The reactants are: COC(=O)CCCCCBr.FC(F)(F)c1cc(CO[C@H]2OCCN[C@@H]2c2ccccc2)cc(C(F)(F)F)c1. Given the product COC(=O)CCCCCN1CCO[C@H](OCc2cc(C(F)(F)F)cc(C(F)(F)F)c2)[C@H]1c1ccccc1, predict the reactants needed to synthesize it. (3) Given the product COc1cc(F)ccc1-c1ccn(-c2ccc3c4c(n(C)c3c2)CCN(C(=O)OC(C)(C)C)C4)c(=O)c1, predict the reactants needed to synthesize it. The reactants are: COc1cc(F)ccc1-c1cc[nH]c(=O)c1.Cn1c2c(c3ccc(Br)cc31)CN(C(=O)OC(C)(C)C)CC2. (4) Given the product O=c1nc(-c2cccc(S(=O)CCCc3ccccc3)n2)sc2ccccc12, predict the reactants needed to synthesize it. The reactants are: O=C(OO)c1cccc(Cl)c1.O=c1nc(-c2cccc(SCCCc3ccccc3)n2)sc2ccccc12. (5) Given the product O=C1Nc2ccc(S(=O)(=O)N3CCc4cc(Br)ccc43)cc2C1=Cc1[nH]cc2c1CCOC2=O, predict the reactants needed to synthesize it. The reactants are: O=C1Cc2cc(S(=O)(=O)N3CCc4cc(Br)ccc43)ccc2N1.O=Cc1[nH]cc2c1CCOC2=O.